Dataset: Reaction yield outcomes from USPTO patents with 853,638 reactions. Task: Predict the reaction yield, written as a fraction of the theoretical maximum amount of product (1.0 means a 100% yield; for example, 0.34 means a 34% yield). (1) The yield is 0.850. The reactants are [NH2:1][C:2]1[CH:7]=[CH:6][C:5]([C:8]2[S:12][S:11][C:10](=[S:13])[CH:9]=2)=[CH:4][CH:3]=1.[N:14]([O-])=O.[Na+].[C:18]([OH:27])(=[O:26])[C:19]1[C:20](=[CH:22][CH:23]=[CH:24][CH:25]=1)[OH:21].[OH-].[K+].C(=O)([O-])[O-].[Na+].[Na+]. The product is [OH:21][C:20]1[CH:22]=[CH:23][C:24]([N:14]=[N:1][C:2]2[CH:7]=[CH:6][C:5]([C:8]3[S:12][S:11][C:10](=[S:13])[CH:9]=3)=[CH:4][CH:3]=2)=[CH:25][C:19]=1[C:18]([OH:27])=[O:26]. The catalyst is Cl.O. (2) The reactants are Cl.[OH:2][CH2:3][CH2:4][CH2:5][S:6][C:7]1[CH:12]=[CH:11][C:10]([N+:13]([O-])=O)=[CH:9][CH:8]=1. The catalyst is C(O)C.O.[Fe]. The product is [OH:2][CH2:3][CH2:4][CH2:5][S:6][C:7]1[CH:12]=[CH:11][C:10]([NH2:13])=[CH:9][CH:8]=1. The yield is 1.00. (3) The reactants are [CH2:1]([O:8][C:9]([N:11]1[C:20]2[C:15](=[CH:16][CH:17]=[CH:18][CH:19]=2)[C@H:14]([NH:21][C:22]2[CH:27]=[CH:26][CH:25]=[CH:24][CH:23]=2)[CH2:13][C@@H:12]1[CH3:28])=[O:10])[C:2]1[CH:7]=[CH:6][CH:5]=[CH:4][CH:3]=1.C(N([CH:35]([CH3:37])C)CC)(C)C.ClCCl.C(=O)([O-])[O-:42].[K+].[K+]. The catalyst is O1CCOCC1. The product is [CH2:1]([O:8][C:9]([N:11]1[C:20]2[C:15](=[CH:16][CH:17]=[CH:18][CH:19]=2)[C@H:14]([N:21]([C:35](=[O:42])[CH3:37])[C:22]2[CH:27]=[CH:26][CH:25]=[CH:24][CH:23]=2)[CH2:13][C@@H:12]1[CH3:28])=[O:10])[C:2]1[CH:3]=[CH:4][CH:5]=[CH:6][CH:7]=1. The yield is 0.640. (4) The reactants are [F:1][C:2]1[C:3]([O:19]COC)=[C:4]([C:12](=[O:18])[C:13]([O:15][CH2:16][CH3:17])=[O:14])[C:5]([C:8]([F:11])([F:10])[F:9])=[CH:6][CH:7]=1.C1(C)C=CC(S(O)(=O)=O)=CC=1. The catalyst is ClCCl.C(O)C. The product is [F:1][C:2]1[C:3]([OH:19])=[C:4]([C:12](=[O:18])[C:13]([O:15][CH2:16][CH3:17])=[O:14])[C:5]([C:8]([F:11])([F:10])[F:9])=[CH:6][CH:7]=1. The yield is 0.910. (5) The reactants are [C:1]1([C:7]2[O:8][C:9]3[C:10](=[C:12]([C:16]([OH:18])=O)[CH:13]=[CH:14][CH:15]=3)[N:11]=2)[CH:6]=[CH:5][CH:4]=[CH:3][CH:2]=1.CN(C=O)C.C(Cl)(=O)C(Cl)=O.C(=O)(O)[O-].[Na+].[CH3:35][C:36]1[N:37]([CH2:41][CH2:42][CH2:43][NH2:44])[CH:38]=[CH:39][N:40]=1. The catalyst is C(Cl)Cl. The product is [CH3:35][C:36]1[N:37]([CH2:41][CH2:42][CH2:43][NH:44][C:16]([C:12]2[CH:13]=[CH:14][CH:15]=[C:9]3[O:8][C:7]([C:1]4[CH:2]=[CH:3][CH:4]=[CH:5][CH:6]=4)=[N:11][C:10]=23)=[O:18])[CH:38]=[CH:39][N:40]=1. The yield is 0.140.